Dataset: NCI-60 drug combinations with 297,098 pairs across 59 cell lines. Task: Regression. Given two drug SMILES strings and cell line genomic features, predict the synergy score measuring deviation from expected non-interaction effect. (1) Drug 1: CS(=O)(=O)C1=CC(=C(C=C1)C(=O)NC2=CC(=C(C=C2)Cl)C3=CC=CC=N3)Cl. Drug 2: CCN(CC)CCCC(C)NC1=C2C=C(C=CC2=NC3=C1C=CC(=C3)Cl)OC. Cell line: TK-10. Synergy scores: CSS=42.3, Synergy_ZIP=10.7, Synergy_Bliss=11.9, Synergy_Loewe=7.48, Synergy_HSA=12.3. (2) Drug 1: CC1=C(C=C(C=C1)NC2=NC=CC(=N2)N(C)C3=CC4=NN(C(=C4C=C3)C)C)S(=O)(=O)N.Cl. Drug 2: CC12CCC3C(C1CCC2OP(=O)(O)O)CCC4=C3C=CC(=C4)OC(=O)N(CCCl)CCCl.[Na+]. Cell line: UACC-257. Synergy scores: CSS=24.0, Synergy_ZIP=2.82, Synergy_Bliss=0.645, Synergy_Loewe=-2.60, Synergy_HSA=-0.232. (3) Drug 1: C1CNP(=O)(OC1)N(CCCl)CCCl. Drug 2: N.N.Cl[Pt+2]Cl. Cell line: NCI/ADR-RES. Synergy scores: CSS=38.8, Synergy_ZIP=-3.38, Synergy_Bliss=-8.10, Synergy_Loewe=-36.6, Synergy_HSA=-8.31. (4) Drug 1: COC1=CC(=CC(=C1O)OC)C2C3C(COC3=O)C(C4=CC5=C(C=C24)OCO5)OC6C(C(C7C(O6)COC(O7)C8=CC=CS8)O)O. Synergy scores: CSS=-5.57, Synergy_ZIP=-0.637, Synergy_Bliss=-3.13, Synergy_Loewe=-7.21, Synergy_HSA=-7.75. Drug 2: CC1=C(N=C(N=C1N)C(CC(=O)N)NCC(C(=O)N)N)C(=O)NC(C(C2=CN=CN2)OC3C(C(C(C(O3)CO)O)O)OC4C(C(C(C(O4)CO)O)OC(=O)N)O)C(=O)NC(C)C(C(C)C(=O)NC(C(C)O)C(=O)NCCC5=NC(=CS5)C6=NC(=CS6)C(=O)NCCC[S+](C)C)O. Cell line: MDA-MB-435.